This data is from Catalyst prediction with 721,799 reactions and 888 catalyst types from USPTO. The task is: Predict which catalyst facilitates the given reaction. (1) Reactant: Cl.[CH2:2]1[C:14]2[C:13]3[CH:12]=[CH:11][CH:10]=[CH:9][C:8]=3[N:7]([CH2:15][C:16]([O:18]CC)=[O:17])[C:6]=2[CH2:5][CH2:4][NH:3]1.[CH3:21][CH2:22]N(C(C)C)C(C)C.[C:30]1([N:36]=[C:37]=[O:38])[CH:35]=[CH:34][CH:33]=[CH:32][CH:31]=1.Cl. Product: [CH2:21]([CH:15]([N:7]1[C:8]2[CH:9]=[CH:10][CH:11]=[CH:12][C:13]=2[C:14]2[CH2:2][N:3]([C:37](=[O:38])[NH:36][C:30]3[CH:35]=[CH:34][CH:33]=[CH:32][CH:31]=3)[CH2:4][CH2:5][C:6]1=2)[C:16]([OH:18])=[O:17])[CH3:22]. The catalyst class is: 4. (2) Product: [C:27]([O:26][C:24]([N:23]([CH2:31][CH:32]1[CH2:37][CH2:36][CH2:35][CH2:34][CH2:33]1)[C@@H:10]([CH2:11][CH2:12][C:13]1[N:17]([CH3:18])[C:16]2[CH:19]=[CH:20][CH:21]=[CH:22][C:15]=2[N:14]=1)[C:9]([OH:38])=[O:8])=[O:25])([CH3:30])([CH3:28])[CH3:29]. Reactant: C([O:8][C:9](=[O:38])[C@@H:10]([N:23]([CH2:31][CH:32]1[CH2:37][CH2:36][CH2:35][CH2:34][CH2:33]1)[C:24]([O:26][C:27]([CH3:30])([CH3:29])[CH3:28])=[O:25])[CH2:11][CH2:12][C:13]1[N:17]([CH3:18])[C:16]2[CH:19]=[CH:20][CH:21]=[CH:22][C:15]=2[N:14]=1)C1C=CC=CC=1. The catalyst class is: 178.